Predict the product of the given reaction. From a dataset of Forward reaction prediction with 1.9M reactions from USPTO patents (1976-2016). (1) Given the reactants Br[C:2]1[C:11]2[C:6](=[C:7]([F:12])[CH:8]=[CH:9][CH:10]=2)[N:5]=[C:4]([C:13]([O:15][CH3:16])=[O:14])[CH:3]=1.[K].[B:18]1([B:18]2[O:22][C:21]([CH3:24])([CH3:23])[C:20]([CH3:26])([CH3:25])[O:19]2)[O:22][C:21]([CH3:24])([CH3:23])[C:20]([CH3:26])([CH3:25])[O:19]1, predict the reaction product. The product is: [F:12][C:7]1[CH:8]=[CH:9][CH:10]=[C:11]2[C:6]=1[N:5]=[C:4]([C:13]([O:15][CH3:16])=[O:14])[CH:3]=[C:2]2[B:18]1[O:22][C:21]([CH3:24])([CH3:23])[C:20]([CH3:26])([CH3:25])[O:19]1. (2) Given the reactants CS([C:5]1[N:15]=[C:8]2[N:9]=[C:10]([CH3:14])[CH:11]=[C:12]([CH3:13])[N:7]2[N:6]=1)(=O)=O.[CH:16]1([CH2:21][CH2:22][CH2:23][OH:24])[CH2:20][CH2:19][CH2:18][CH2:17]1, predict the reaction product. The product is: [CH:16]1([CH2:21][CH2:22][CH2:23][O:24][C:5]2[N:15]=[C:8]3[N:9]=[C:10]([CH3:14])[CH:11]=[C:12]([CH3:13])[N:7]3[N:6]=2)[CH2:20][CH2:19][CH2:18][CH2:17]1. (3) Given the reactants Cl[C:2]1[N:7]=[C:6]([C:8]2[S:12][C:11]([CH:13]3[CH2:18][CH2:17][O:16][CH2:15][CH2:14]3)=[N:10][C:9]=2[C:19]2[C:20]([F:34])=[C:21]([NH:25][S:26]([C:29]3[CH:33]=[CH:32][O:31][CH:30]=3)(=[O:28])=[O:27])[CH:22]=[CH:23][CH:24]=2)[CH:5]=[CH:4][N:3]=1.[CH2:35]([N:37]([CH2:41][CH3:42])[CH2:38][CH2:39][NH2:40])[CH3:36], predict the reaction product. The product is: [CH2:35]([N:37]([CH2:41][CH3:42])[CH2:38][CH2:39][NH:40][C:2]1[N:7]=[C:6]([C:8]2[S:12][C:11]([CH:13]3[CH2:18][CH2:17][O:16][CH2:15][CH2:14]3)=[N:10][C:9]=2[C:19]2[C:20]([F:34])=[C:21]([NH:25][S:26]([C:29]3[CH:33]=[CH:32][O:31][CH:30]=3)(=[O:27])=[O:28])[CH:22]=[CH:23][CH:24]=2)[CH:5]=[CH:4][N:3]=1)[CH3:36]. (4) Given the reactants [F:1][C:2]1[CH:7]=[CH:6][C:5]([C:8](=N)[C:9]2[CH:18]=[CH:17][CH:16]=[C:15]3[C:10]=2[CH:11]=[CH:12][C:13]([NH:19][CH2:20][C:21]2[CH:26]=[CH:25][CH:24]=[CH:23][C:22]=2[O:27][CH3:28])=[N:14]3)=[CH:4][CH:3]=1.Cl.C([O-])(O)=[O:32].[Na+], predict the reaction product. The product is: [F:1][C:2]1[CH:7]=[CH:6][C:5]([C:8]([C:9]2[CH:18]=[CH:17][CH:16]=[C:15]3[C:10]=2[CH:11]=[CH:12][C:13]([NH:19][CH2:20][C:21]2[CH:26]=[CH:25][CH:24]=[CH:23][C:22]=2[O:27][CH3:28])=[N:14]3)=[O:32])=[CH:4][CH:3]=1. (5) The product is: [O:40]=[S:41]1(=[O:47])[CH2:45][CH2:44][CH:43]([NH:46][C:32]([NH:19][C:18]2[CH:17]=[CH:16][C:15]([C:12]3[N:11]=[C:10]([N:22]4[CH2:27][CH2:26][O:25][CH2:24][CH2:23]4)[C:9]4[C:14](=[C:5]5[CH:4]=[CH:3][N:2]([CH3:1])[C:6]5=[CH:7][CH:8]=4)[N:13]=3)=[CH:21][CH:20]=2)=[O:38])[CH2:42]1. Given the reactants [CH3:1][N:2]1[C:6]2=[CH:7][CH:8]=[C:9]3[C:14]([N:13]=[C:12]([C:15]4[CH:21]=[CH:20][C:18]([NH2:19])=[CH:17][CH:16]=4)[N:11]=[C:10]3[N:22]3[CH2:27][CH2:26][O:25][CH2:24][CH2:23]3)=[C:5]2[CH:4]=[CH:3]1.ClC(Cl)(O[C:32](=[O:38])OC(Cl)(Cl)Cl)Cl.[O:40]=[S:41]1(=[O:47])[CH2:45][CH2:44][CH:43]([NH2:46])[CH2:42]1, predict the reaction product. (6) Given the reactants [S:1]([O-:5])([O-:4])(=[O:3])=[O:2].[Na+:6].[Na+], predict the reaction product. The product is: [OH2:2].[OH2:2].[OH2:2].[OH2:2].[OH2:2].[OH2:2].[OH2:2].[OH2:2].[OH2:2].[OH2:2].[S:1]([O-:5])([O-:4])(=[O:3])=[O:2].[Na+:6].[Na+:6].